From a dataset of Reaction yield outcomes from USPTO patents with 853,638 reactions. Predict the reaction yield, written as a fraction of the theoretical maximum amount of product (1.0 means a 100% yield; for example, 0.34 means a 34% yield). (1) The reactants are Br[C:2]1[CH:3]=[C:4]2[C:9](=[O:10])[N:8]3[CH2:11][CH2:12][NH:13][C:7]3([C:14]3[CH:19]=[CH:18][C:17]([O:20][CH3:21])=[CH:16][CH:15]=3)[CH2:6][N:5]2[CH:22]=1.[CH3:23][N:24](C=O)C. The catalyst is [C-]#N.[Zn+2].[C-]#N. The product is [CH3:21][O:20][C:17]1[CH:18]=[CH:19][C:14]([C:7]23[NH:13][CH2:12][CH2:11][N:8]2[C:9](=[O:10])[C:4]2[N:5]([CH:22]=[C:2]([C:23]#[N:24])[CH:3]=2)[CH2:6]3)=[CH:15][CH:16]=1. The yield is 0.580. (2) The reactants are [NH2:1][CH2:2][C:3]1[C:4]([NH:19][C@H:20]([C:23]2[CH:28]=[CH:27][C:26]([F:29])=[CH:25][CH:24]=2)[CH2:21][OH:22])=[N:5][C:6]([NH:10][C:11]2[CH:15]=[C:14]([CH:16]3[CH2:18][CH2:17]3)[NH:13][N:12]=2)=[C:7]([F:9])[CH:8]=1.[CH3:30][S:31](O)(=[O:33])=[O:32].CCN(C(C)C)C(C)C. The catalyst is CN(C1C=CN=CC=1)C.C1COCC1. The product is [CH:16]1([C:14]2[NH:13][N:12]=[C:11]([NH:10][C:6]3[N:5]=[C:4]([NH:19][C@H:20]([C:23]4[CH:24]=[CH:25][C:26]([F:29])=[CH:27][CH:28]=4)[CH2:21][OH:22])[C:3]([CH2:2][NH:1][S:31]([CH3:30])(=[O:33])=[O:32])=[CH:8][C:7]=3[F:9])[CH:15]=2)[CH2:18][CH2:17]1. The yield is 0.310. (3) The reactants are Cl.[CH3:2][C:3]1[S:7][C:6]([CH:8]([NH:12][C:13]2[CH:18]=[CH:17][CH:16]=[CH:15][CH:14]=2)[C:9]([OH:11])=[O:10])=[CH:5][CH:4]=1.[N:19]12[CH2:26][CH2:25][CH:22]([CH2:23][CH2:24]1)[C@@H:21](O)[CH2:20]2.N1(O)C2C=CC=CC=2N=N1.C1CCC(N=C=NC2CCCCC2)CC1. The catalyst is C1COCC1. The product is [N:19]12[CH2:26][CH2:25][CH:22]([CH2:23][CH2:24]1)[C@@H:21]([O:10][C:9](=[O:11])[CH:8]([C:6]1[S:7][C:3]([CH3:2])=[CH:4][CH:5]=1)[NH:12][C:13]1[CH:18]=[CH:17][CH:16]=[CH:15][CH:14]=1)[CH2:20]2. The yield is 0.630. (4) The reactants are [CH3:1][O:2][C:3]1[CH:4]=[C:5]([C:9](=[O:11])[CH3:10])[CH:6]=[CH:7][CH:8]=1.[CH3:12][N:13]([CH:15](OC)OC)[CH3:14]. No catalyst specified. The product is [CH3:12][N:13]([CH3:15])/[CH:14]=[CH:10]/[C:9]([C:5]1[CH:6]=[CH:7][CH:8]=[C:3]([O:2][CH3:1])[CH:4]=1)=[O:11]. The yield is 0.890.